Task: Regression. Given two drug SMILES strings and cell line genomic features, predict the synergy score measuring deviation from expected non-interaction effect.. Dataset: NCI-60 drug combinations with 297,098 pairs across 59 cell lines Drug 1: C1CC(=O)NC(=O)C1N2CC3=C(C2=O)C=CC=C3N. Drug 2: CC1OCC2C(O1)C(C(C(O2)OC3C4COC(=O)C4C(C5=CC6=C(C=C35)OCO6)C7=CC(=C(C(=C7)OC)O)OC)O)O. Cell line: HT29. Synergy scores: CSS=22.6, Synergy_ZIP=-2.42, Synergy_Bliss=1.73, Synergy_Loewe=-12.4, Synergy_HSA=5.00.